This data is from Forward reaction prediction with 1.9M reactions from USPTO patents (1976-2016). The task is: Predict the product of the given reaction. The product is: [ClH:22].[CH3:1][N:2]1[C:7]([CH3:8])=[CH:6][C:5](=[O:9])[C:4]([OH:10])=[C:3]1[CH:18]([O:19][CH2:20][CH3:21])[CH3:23]. Given the reactants [CH3:1][N:2]1[C:7]([CH3:8])=[CH:6][C:5](=[O:9])[C:4]([O:10]CC2C=CC=CC=2)=[C:3]1[CH2:18][O:19][CH2:20][CH3:21].[ClH:22].[CH2:23](O)C, predict the reaction product.